From a dataset of Catalyst prediction with 721,799 reactions and 888 catalyst types from USPTO. Predict which catalyst facilitates the given reaction. Reactant: [N+:1]([C:4]1[CH:23]=[C:22]([C:24]2[C:29]([I:30])=[C:28]([N:31]([CH3:35])[C:32](=[O:34])[CH3:33])[C:27]([I:36])=[C:26]([N:37]([CH3:41])[C:38](=[O:40])[CH3:39])[C:25]=2[I:42])[CH:21]=[C:20]([N+:43]([O-])=O)[C:5]=1[C:6]([C:8]1([O:17][C@H:16]([CH2:18][OH:19])[C@@H:14]([OH:15])[C@H:12]([OH:13])[C@H:10]1[NH2:11])[OH:9])=[O:7])([O-])=O.[H][H]. Product: [NH2:43][C:20]1[CH:21]=[C:22]([C:24]2[C:25]([I:42])=[C:26]([N:37]([CH3:41])[C:38](=[O:40])[CH3:39])[C:27]([I:36])=[C:28]([N:31]([CH3:35])[C:32](=[O:34])[CH3:33])[C:29]=2[I:30])[CH:23]=[C:4]([NH2:1])[C:5]=1[C:6]([C:8]1([O:17][C@H:16]([CH2:18][OH:19])[C@@H:14]([OH:15])[C@H:12]([OH:13])[C@H:10]1[NH2:11])[OH:9])=[O:7]. The catalyst class is: 45.